From a dataset of NCI-60 drug combinations with 297,098 pairs across 59 cell lines. Regression. Given two drug SMILES strings and cell line genomic features, predict the synergy score measuring deviation from expected non-interaction effect. (1) Drug 1: C1=CC=C(C(=C1)C(C2=CC=C(C=C2)Cl)C(Cl)Cl)Cl. Drug 2: C1=NC2=C(N1)C(=S)N=CN2. Cell line: CAKI-1. Synergy scores: CSS=29.0, Synergy_ZIP=1.16, Synergy_Bliss=3.21, Synergy_Loewe=-24.6, Synergy_HSA=2.73. (2) Drug 1: C1CCC(C1)C(CC#N)N2C=C(C=N2)C3=C4C=CNC4=NC=N3. Drug 2: C1=NC2=C(N=C(N=C2N1C3C(C(C(O3)CO)O)O)F)N. Cell line: MOLT-4. Synergy scores: CSS=20.6, Synergy_ZIP=-3.10, Synergy_Bliss=-4.84, Synergy_Loewe=-31.3, Synergy_HSA=-4.02. (3) Drug 1: CCN(CC)CCNC(=O)C1=C(NC(=C1C)C=C2C3=C(C=CC(=C3)F)NC2=O)C. Drug 2: C1=CN(C=N1)CC(O)(P(=O)(O)O)P(=O)(O)O. Cell line: M14. Synergy scores: CSS=17.3, Synergy_ZIP=-0.594, Synergy_Bliss=3.88, Synergy_Loewe=-9.65, Synergy_HSA=2.68. (4) Drug 1: CCN(CC)CCNC(=O)C1=C(NC(=C1C)C=C2C3=C(C=CC(=C3)F)NC2=O)C. Drug 2: C1CCC(C(C1)N)N.C(=O)(C(=O)[O-])[O-].[Pt+4]. Cell line: A498. Synergy scores: CSS=23.5, Synergy_ZIP=-7.50, Synergy_Bliss=-2.01, Synergy_Loewe=-6.17, Synergy_HSA=-1.76.